This data is from Peptide-MHC class II binding affinity with 134,281 pairs from IEDB. The task is: Regression. Given a peptide amino acid sequence and an MHC pseudo amino acid sequence, predict their binding affinity value. This is MHC class II binding data. (1) The peptide sequence is KGKSAWYVDTEIINE. The MHC is DRB3_0101 with pseudo-sequence DRB3_0101. The binding affinity (normalized) is 0.536. (2) The peptide sequence is DTFRKLFRDYSNFLR. The MHC is DRB5_0101 with pseudo-sequence DRB5_0101. The binding affinity (normalized) is 0.270. (3) The binding affinity (normalized) is 0.0112. The MHC is DRB1_1602 with pseudo-sequence DRB1_1602. The peptide sequence is AASLLDEDMDALEEA. (4) The peptide sequence is YDKFLANVSTVLTCK. The MHC is DRB1_0701 with pseudo-sequence DRB1_0701. The binding affinity (normalized) is 0.808. (5) The peptide sequence is AAATAGTTVYGPFAA. The MHC is HLA-DQA10102-DQB10602 with pseudo-sequence HLA-DQA10102-DQB10602. The binding affinity (normalized) is 0.534.